This data is from Merck oncology drug combination screen with 23,052 pairs across 39 cell lines. The task is: Regression. Given two drug SMILES strings and cell line genomic features, predict the synergy score measuring deviation from expected non-interaction effect. (1) Drug 2: COC1=C2CC(C)CC(OC)C(O)C(C)C=C(C)C(OC(N)=O)C(OC)C=CC=C(C)C(=O)NC(=CC1=O)C2=O. Cell line: RPMI7951. Drug 1: CC1(c2nc3c(C(N)=O)cccc3[nH]2)CCCN1. Synergy scores: synergy=0.647. (2) Drug 1: CN1C(=O)C=CC2(C)C3CCC4(C)C(NC(=O)OCC(F)(F)F)CCC4C3CCC12. Drug 2: CNC(=O)c1cc(Oc2ccc(NC(=O)Nc3ccc(Cl)c(C(F)(F)F)c3)cc2)ccn1. Cell line: LOVO. Synergy scores: synergy=-5.48. (3) Drug 1: COC12C(COC(N)=O)C3=C(C(=O)C(C)=C(N)C3=O)N1CC1NC12. Drug 2: Cn1cc(-c2cnn3c(N)c(Br)c(C4CCCNC4)nc23)cn1. Cell line: VCAP. Synergy scores: synergy=44.7. (4) Drug 1: CCN(CC)CCNC(=O)c1c(C)[nH]c(C=C2C(=O)Nc3ccc(F)cc32)c1C. Drug 2: NC1(c2ccc(-c3nc4ccn5c(=O)[nH]nc5c4cc3-c3ccccc3)cc2)CCC1. Cell line: SW837. Synergy scores: synergy=12.9. (5) Drug 1: O=C(O)C1(Cc2cccc(Nc3nccs3)n2)CCC(Oc2cccc(Cl)c2F)CC1. Drug 2: Cn1c(=O)n(-c2ccc(C(C)(C)C#N)cc2)c2c3cc(-c4cnc5ccccc5c4)ccc3ncc21. Cell line: KPL1. Synergy scores: synergy=23.4. (6) Drug 1: O=C(NOCC(O)CO)c1ccc(F)c(F)c1Nc1ccc(I)cc1F. Drug 2: Cn1c(=O)n(-c2ccc(C(C)(C)C#N)cc2)c2c3cc(-c4cnc5ccccc5c4)ccc3ncc21. Cell line: KPL1. Synergy scores: synergy=44.5. (7) Drug 1: O=C(CCCCCCC(=O)Nc1ccccc1)NO. Drug 2: Nc1ccn(C2OC(CO)C(O)C2(F)F)c(=O)n1. Cell line: HCT116. Synergy scores: synergy=-19.2.